From a dataset of Full USPTO retrosynthesis dataset with 1.9M reactions from patents (1976-2016). Predict the reactants needed to synthesize the given product. (1) Given the product [C@@H:8]12[CH2:11][CH2:12][C@H:1]([CH:10]([OH:16])[CH2:9]1)[C:2]1[C:7]2=[CH:6][CH:5]=[CH:4][CH:3]=1, predict the reactants needed to synthesize it. The reactants are: [CH:1]12[CH2:12][CH2:11][CH:8]([CH:9]=[CH:10]1)[C:7]1[C:2]2=[CH:3][CH:4]=[CH:5][CH:6]=1.C1C[O:16]CC1. (2) Given the product [CH3:1][N:2]([CH2:8][C:9]1[CH:14]=[CH:13][CH:12]=[CH:11][N:10]=1)[CH2:3][CH2:4][N:5]([CH2:8][C:9]1[CH:14]=[CH:13][CH:12]=[CH:11][N:10]=1)[CH2:8][C:9]1[CH:14]=[CH:13][CH:12]=[CH:11][N:10]=1, predict the reactants needed to synthesize it. The reactants are: [CH3:1][NH:2][CH2:3][CH2:4][NH2:5].Cl.Cl[CH2:8][C:9]1[CH:14]=[CH:13][CH:12]=[CH:11][N:10]=1. (3) Given the product [NH2:1][C:2]1[C:3]([I:31])=[CH:4][C:5]2[C:6]3[CH:7]=[CH:8][N:9]=[C:10]([CH:30]=3)[C@@H:11]([NH:22][C:23](=[O:29])[O:24][C:25]([CH3:26])([CH3:28])[CH3:27])[CH2:12][CH2:13][CH2:14][C@@H:15]([CH3:21])[C:16](=[O:20])[NH:17][C:18]=2[CH:19]=1, predict the reactants needed to synthesize it. The reactants are: [NH2:1][C:2]1[CH:3]=[CH:4][C:5]2[C:6]3[CH:7]=[CH:8][N:9]=[C:10]([CH:30]=3)[C@@H:11]([NH:22][C:23](=[O:29])[O:24][C:25]([CH3:28])([CH3:27])[CH3:26])[CH2:12][CH2:13][CH2:14][C@@H:15]([CH3:21])[C:16](=[O:20])[NH:17][C:18]=2[CH:19]=1.[I:31]Cl. (4) Given the product [OH2:27].[ClH:28].[NH2:1][C:2]1[C:11]2[N:12]=[CH:13][N:14]([CH2:15][CH2:16][CH2:17][CH2:18][NH:19][C:20](=[O:27])[C:21]3[CH:26]=[CH:25][CH:24]=[CH:23][CH:22]=3)[C:10]=2[C:9]2[CH:8]=[CH:7][CH:6]=[CH:5][C:4]=2[N:3]=1, predict the reactants needed to synthesize it. The reactants are: [NH2:1][C:2]1[C:11]2[N:12]=[CH:13][N:14]([CH2:15][CH2:16][CH2:17][CH2:18][NH:19][C:20](=[O:27])[C:21]3[CH:26]=[CH:25][CH:24]=[CH:23][CH:22]=3)[C:10]=2[C:9]2[CH:8]=[CH:7][CH:6]=[CH:5][C:4]=2[N:3]=1.[ClH:28]. (5) Given the product [F:1][C:2]1[CH:9]=[C:8]([C:10]2[CH:15]=[CH:14][N:13]=[C:12]3[NH:16][C:17]([C:19]4[CH:20]=[N:21][N:22]([CH:24]5[CH2:29][CH2:28][O:27][CH2:26][CH2:25]5)[CH:23]=4)=[N:18][C:11]=23)[CH:7]=[CH:6][C:3]=1[CH2:4][NH:5][C:39]([C:36]1[N:35]=[C:34]([C:30]([CH3:33])([CH3:32])[CH3:31])[O:38][N:37]=1)=[O:40], predict the reactants needed to synthesize it. The reactants are: [F:1][C:2]1[CH:9]=[C:8]([C:10]2[CH:15]=[CH:14][N:13]=[C:12]3[NH:16][C:17]([C:19]4[CH:20]=[N:21][N:22]([CH:24]5[CH2:29][CH2:28][O:27][CH2:26][CH2:25]5)[CH:23]=4)=[N:18][C:11]=23)[CH:7]=[CH:6][C:3]=1[CH2:4][NH2:5].[C:30]([C:34]1[O:38][N:37]=[C:36]([C:39](O)=[O:40])[N:35]=1)([CH3:33])([CH3:32])[CH3:31].C(P1(=O)OP(=O)(CCC)OP(=O)(CCC)O1)CC.C(N(C(C)C)C(C)C)C. (6) The reactants are: [CH3:1][C:2]1[CH:3]=[C:4]([NH:9][C:10]([NH:12]C(=O)C2C=CC=CC=2)=[S:11])[CH:5]=[C:6]([CH3:8])[CH:7]=1.C[O-].[Na+]. Given the product [CH3:8][C:6]1[CH:5]=[C:4]([NH:9][C:10]([NH2:12])=[S:11])[CH:3]=[C:2]([CH3:1])[CH:7]=1, predict the reactants needed to synthesize it. (7) Given the product [CH2:1]([O:3][C:4](=[O:24])[CH2:5][C:6]1[CH:11]=[CH:10][C:9]([O:12][CH3:13])=[C:8]([O:14][C:15]2[CH:20]=[CH:19][C:18]([Br:21])=[CH:17][C:16]=2[CH2:22][NH:34][C@H:27]2[C:28]3[C:33](=[CH:32][CH:31]=[CH:30][CH:29]=3)[CH2:25][C@H:26]2[OH:35])[CH:7]=1)[CH3:2], predict the reactants needed to synthesize it. The reactants are: [CH2:1]([O:3][C:4](=[O:24])[CH2:5][C:6]1[CH:11]=[CH:10][C:9]([O:12][CH3:13])=[C:8]([O:14][C:15]2[CH:20]=[CH:19][C:18]([Br:21])=[CH:17][C:16]=2[CH:22]=O)[CH:7]=1)[CH3:2].[CH2:25]1[C:33]2[C:28](=[CH:29][CH:30]=[CH:31][CH:32]=2)[C@H:27]([NH2:34])[C@@H:26]1[OH:35].